Dataset: Peptide-MHC class I binding affinity with 185,985 pairs from IEDB/IMGT. Task: Regression. Given a peptide amino acid sequence and an MHC pseudo amino acid sequence, predict their binding affinity value. This is MHC class I binding data. (1) The peptide sequence is KTLKYSNKI. The MHC is HLA-B15:01 with pseudo-sequence HLA-B15:01. The binding affinity (normalized) is 0.555. (2) The peptide sequence is AYIDNYNKF. The MHC is HLA-A02:02 with pseudo-sequence HLA-A02:02. The binding affinity (normalized) is 0.0341. (3) The peptide sequence is KEEILGTVSW. The MHC is HLA-B45:01 with pseudo-sequence HLA-B45:01. The binding affinity (normalized) is 0.266. (4) The peptide sequence is VLFTFVLLL. The MHC is HLA-A32:01 with pseudo-sequence HLA-A32:01. The binding affinity (normalized) is 0.427. (5) The peptide sequence is SPVIVNGAM. The MHC is HLA-A11:01 with pseudo-sequence HLA-A11:01. The binding affinity (normalized) is 0.0847. (6) The MHC is Mamu-B8301 with pseudo-sequence Mamu-B8301. The peptide sequence is HTYHLENDK. The binding affinity (normalized) is 0.386.